This data is from Full USPTO retrosynthesis dataset with 1.9M reactions from patents (1976-2016). The task is: Predict the reactants needed to synthesize the given product. (1) Given the product [O:16]=[C:15]1[N:10]2[N:9]=[C:8]([C:4]3[CH:5]=[CH:6][CH:7]=[C:2]([C:34]4[CH:35]=[CH:36][N:31]=[CH:32][CH:33]=4)[CH:3]=3)[S:30][C:11]2=[N:12][C:13]([N:17]2[CH2:22][CH2:21][N:20]([C:23]([O:25][C:26]([CH3:29])([CH3:28])[CH3:27])=[O:24])[CH2:19][CH2:18]2)=[CH:14]1, predict the reactants needed to synthesize it. The reactants are: Br[C:2]1[CH:3]=[C:4]([C:8]2[S:30][C:11]3=[N:12][C:13]([N:17]4[CH2:22][CH2:21][N:20]([C:23]([O:25][C:26]([CH3:29])([CH3:28])[CH3:27])=[O:24])[CH2:19][CH2:18]4)=[CH:14][C:15](=[O:16])[N:10]3[N:9]=2)[CH:5]=[CH:6][CH:7]=1.[N:31]1[CH:36]=[CH:35][C:34](B(O)O)=[CH:33][CH:32]=1.C(=O)([O-])[O-].[Na+].[Na+]. (2) Given the product [CH3:23][CH:18]1[NH:19][CH:20]([CH3:22])[CH2:21][N:16]([CH2:14][CH:11]2[CH2:12][CH2:13][N:8]([CH3:6])[CH2:9][CH2:10]2)[CH2:17]1, predict the reactants needed to synthesize it. The reactants are: C(O[C:6]([N:8]1[CH2:13][CH2:12][CH:11]([C:14]([N:16]2[CH2:21][CH:20]([CH3:22])[NH:19][CH:18]([CH3:23])[CH2:17]2)=O)[CH2:10][CH2:9]1)=O)(C)(C)C.[H-].[H-].[H-].[H-].[Li+].[Al+3]. (3) Given the product [ClH:1].[CH:15]([CH:8]1[C:9]2[C:4](=[CH:3][CH:12]=[CH:11][C:10]=2[O:13][CH3:14])[CH2:5][CH2:6][NH:7]1)([CH3:17])[CH3:16], predict the reactants needed to synthesize it. The reactants are: [ClH:1].Br[C:3]1[CH:12]=[CH:11][C:10]([O:13][CH3:14])=[C:9]2[C:4]=1[CH2:5][CH2:6][NH:7][CH:8]2[CH:15]([CH3:17])[CH3:16].CCO. (4) Given the product [Br:1][CH2:2][CH2:3][CH2:4][CH2:5][O:7][C:8]1[CH:17]=[C:16]2[C:11]([CH2:12][CH2:13][C:14](=[O:18])[NH:15]2)=[CH:10][CH:9]=1, predict the reactants needed to synthesize it. The reactants are: [Br:1][CH2:2][CH2:3][CH2:4][CH2:5]Br.[OH:7][C:8]1[CH:17]=[C:16]2[C:11]([CH2:12][CH2:13][C:14](=[O:18])[NH:15]2)=[CH:10][CH:9]=1.[OH-].[Na+].O. (5) Given the product [CH3:1][N:2]([CH2:10][C:11]1[S:12][C:13]([S:40]([C:30]2[CH:35]=[CH:34][CH:33]=[CH:32][CH:31]=2)(=[O:44])=[O:42])=[C:14]([C:16]2[CH:21]=[CH:20][CH:19]=[CH:18][CH:17]=2)[N:15]=1)[C:3](=[O:9])[O:4][C:5]([CH3:8])([CH3:6])[CH3:7], predict the reactants needed to synthesize it. The reactants are: [CH3:1][N:2]([CH2:10][C:11]1[S:12][C:13](SC2C=CC=CC=2)=[C:14]([C:16]2[CH:21]=[CH:20][CH:19]=[CH:18][CH:17]=2)[N:15]=1)[C:3](=[O:9])[O:4][C:5]([CH3:8])([CH3:7])[CH3:6].Cl[C:30]1[CH:35]=[CH:34][CH:33]=[C:32](C(OO)=O)[CH:31]=1.[S:40]([O-:44])([O-])(=[O:42])=S.[Na+].[Na+]. (6) Given the product [C:1]([O:4][C@@H:5]1[C@@H:19]([O:20][C:21](=[O:23])[CH3:22])[C@H:18]([O:24][C:25](=[O:27])[CH3:26])[CH2:17][S:16][C@H:6]1[O:7][C:8]1[C:9]([C:30]2[CH:31]=[CH:32][O:28][CH:29]=2)=[N:10][CH:11]=[CH:12][C:13]=1[CH3:14])(=[O:3])[CH3:2], predict the reactants needed to synthesize it. The reactants are: [C:1]([O:4][C@@H:5]1[C@@H:19]([O:20][C:21](=[O:23])[CH3:22])[C@H:18]([O:24][C:25](=[O:27])[CH3:26])[CH2:17][S:16][C@H:6]1[O:7][C:8]1[C:9](Cl)=[N:10][CH:11]=[CH:12][C:13]=1[CH3:14])(=[O:3])[CH3:2].[O:28]1[CH:32]=[CH:31][C:30](B(O)O)=[CH:29]1.